Dataset: Reaction yield outcomes from USPTO patents with 853,638 reactions. Task: Predict the reaction yield, written as a fraction of the theoretical maximum amount of product (1.0 means a 100% yield; for example, 0.34 means a 34% yield). (1) The yield is 0.210. The product is [CH3:1][N:2]1[C:6]([C@H:12]2[CH2:16][CH2:15][CH2:14][C@@H:13]2[OH:17])=[CH:5][CH:4]=[N:3]1. The catalyst is C1COCC1. The reactants are [CH3:1][N:2]1[CH:6]=[CH:5][CH:4]=[N:3]1.C([Li])CCC.[CH:12]12[O:17][CH:13]1[CH2:14][CH2:15][CH2:16]2.C(=O)([O-])O.[Na+]. (2) The reactants are [CH3:1][CH:2]([CH3:47])[C@H:3]([NH:42][C:43](=[O:46])[O:44][CH3:45])[C:4]([N:6]1[CH2:10][C@@H:9]([CH3:11])[CH2:8][C@H:7]1[C:12]1[NH:16][C:15]2[C:17]3[C:22]([CH:23]=[CH:24][C:14]=2[N:13]=1)=[CH:21][C:20]1[C:25]2[C:30]([CH2:31][O:32][C:19]=1[CH:18]=3)=[CH:29][C:28](B1OC(C)(C)C(C)(C)O1)=[CH:27][CH:26]=2)=[O:5].Br[C:49]1[NH:53][C:52]([C@@H:54]2[CH2:58][CH2:57][CH2:56][N:55]2[C:59]([O:61][C:62]([CH3:65])([CH3:64])[CH3:63])=[O:60])=[N:51][CH:50]=1.C([O-])([O-])=O.[K+].[K+]. The catalyst is COCCOC.C1C=CC([P]([Pd]([P](C2C=CC=CC=2)(C2C=CC=CC=2)C2C=CC=CC=2)([P](C2C=CC=CC=2)(C2C=CC=CC=2)C2C=CC=CC=2)[P](C2C=CC=CC=2)(C2C=CC=CC=2)C2C=CC=CC=2)(C2C=CC=CC=2)C2C=CC=CC=2)=CC=1.C1C=CC(P(C2C=CC=CC=2)[C-]2C=CC=C2)=CC=1.C1C=CC(P(C2C=CC=CC=2)[C-]2C=CC=C2)=CC=1.Cl[Pd]Cl.[Fe+2]. The product is [CH3:45][O:44][C:43]([NH:42][C@H:3]([C:4]([N:6]1[CH2:10][C@@H:9]([CH3:11])[CH2:8][C@H:7]1[C:12]1[NH:16][C:15]2[C:17]3[C:22]([CH:23]=[CH:24][C:14]=2[N:13]=1)=[CH:21][C:20]1[C:25]2[C:30]([CH2:31][O:32][C:19]=1[CH:18]=3)=[CH:29][C:28]([C:49]1[NH:53][C:52]([C@@H:54]3[CH2:58][CH2:57][CH2:56][N:55]3[C:59]([O:61][C:62]([CH3:65])([CH3:64])[CH3:63])=[O:60])=[N:51][CH:50]=1)=[CH:27][CH:26]=2)=[O:5])[CH:2]([CH3:1])[CH3:47])=[O:46]. The yield is 0.240. (3) The reactants are [NH2:1][C:2]1[C:3]2[C:10]([C:11]([C:13]3[CH:14]=[C:15]([NH:19][C:20]([NH:22][C:23]4[CH:28]=[C:27]([Cl:29])[CH:26]=[C:25]([Cl:30])[CH:24]=4)=[O:21])[CH:16]=[CH:17][CH:18]=3)=[O:12])=[CH:9][N:8]([CH:31]3[CH2:36][CH2:35][NH:34][CH2:33][CH2:32]3)[C:4]=2[N:5]=[CH:6][N:7]=1.CN(C(ON1N=NC2C=CC=NC1=2)=[N+](C)C)C.F[P-](F)(F)(F)(F)F.[C:61](O)(=[O:68])[C:62]1[CH:67]=[CH:66][CH:65]=[CH:64][CH:63]=1. The catalyst is CN(C=O)C. The product is [NH2:1][C:2]1[C:3]2[C:10]([C:11]([C:13]3[CH:14]=[C:15]([NH:19][C:20]([NH:22][C:23]4[CH:28]=[C:27]([Cl:29])[CH:26]=[C:25]([Cl:30])[CH:24]=4)=[O:21])[CH:16]=[CH:17][CH:18]=3)=[O:12])=[CH:9][N:8]([CH:31]3[CH2:32][CH2:33][N:34]([C:61](=[O:68])[C:62]4[CH:67]=[CH:66][CH:65]=[CH:64][CH:63]=4)[CH2:35][CH2:36]3)[C:4]=2[N:5]=[CH:6][N:7]=1. The yield is 0.140. (4) The reactants are [OH:1][CH:2]1[CH2:7][CH2:6][CH2:5][N:4]([C:8]([O:10][C:11]([CH3:14])([CH3:13])[CH3:12])=[O:9])[CH2:3]1.[H-].[Na+].Br[CH2:18][C:19]([O:21][CH3:22])=[O:20]. The catalyst is C1COCC1. The product is [CH3:22][O:21][C:19](=[O:20])[CH2:18][O:1][CH:2]1[CH2:7][CH2:6][CH2:5][N:4]([C:8]([O:10][C:11]([CH3:14])([CH3:13])[CH3:12])=[O:9])[CH2:3]1. The yield is 0.820. (5) The reactants are Cl.[Br:2][C:3]1[CH:8]=[C:7]([N+:9]([O-])=O)[CH:6]=[C:5]([C:12]([F:15])([F:14])[F:13])[C:4]=1[NH2:16]. The catalyst is O1CCCC1.[Zn]. The product is [Br:2][C:3]1[CH:8]=[C:7]([NH2:9])[CH:6]=[C:5]([C:12]([F:15])([F:14])[F:13])[C:4]=1[NH2:16]. The yield is 0.980. (6) The reactants are [CH3:1][C:2]1([CH3:15])[O:6][CH:5]([C:7]2[CH:8]=[CH:9][C:10]([CH:13]=C)=[N:11][CH:12]=2)[CH2:4][O:3]1.[O:16]1CCCC1. The catalyst is O.O=[Os](=O)(=O)=O. The product is [CH3:1][C:2]1([CH3:15])[O:6][CH:5]([C:7]2[CH:8]=[CH:9][C:10]([CH:13]=[O:16])=[N:11][CH:12]=2)[CH2:4][O:3]1. The yield is 0.920. (7) The reactants are [NH2:1][OH:2].[NH:3]1[C:11]2[C:6](=[C:7]([C:12]3[N:13]=[C:14]([N:38]4[CH2:43][CH2:42][O:41][CH2:40][CH2:39]4)[C:15]4[S:20][C:19]([CH2:21][N:22]([C:31]([O:33][C:34]([CH3:37])([CH3:36])[CH3:35])=[O:32])[CH2:23][CH2:24][CH2:25][C:26]([O:28]CC)=O)=[CH:18][C:16]=4[N:17]=3)[CH:8]=[CH:9][CH:10]=2)[CH:5]=[N:4]1. No catalyst specified. The product is [NH:3]1[C:11]2[C:6](=[C:7]([C:12]3[N:13]=[C:14]([N:38]4[CH2:39][CH2:40][O:41][CH2:42][CH2:43]4)[C:15]4[S:20][C:19]([CH2:21][N:22]([CH2:23][CH2:24][CH2:25][C:26]([NH:1][OH:2])=[O:28])[C:31](=[O:32])[O:33][C:34]([CH3:37])([CH3:35])[CH3:36])=[CH:18][C:16]=4[N:17]=3)[CH:8]=[CH:9][CH:10]=2)[CH:5]=[N:4]1. The yield is 0.910. (8) The reactants are C(OC([NH:8][C:9]1([C:13]2[CH:18]=[CH:17][C:16]([C:19]3[C:20]([C:36]4[CH:41]=[CH:40][CH:39]=[CH:38][CH:37]=4)=[CH:21][C:22]4[N:27]([CH2:28][C:29]([O:31][CH2:32][CH3:33])=[O:30])[C:26](=[O:34])[CH2:25][O:24][C:23]=4[N:35]=3)=[CH:15][CH:14]=2)[CH2:12][CH2:11][CH2:10]1)=O)(C)(C)C. The catalyst is C(O)(C(F)(F)F)=O. The product is [NH2:8][C:9]1([C:13]2[CH:14]=[CH:15][C:16]([C:19]3[C:20]([C:36]4[CH:37]=[CH:38][CH:39]=[CH:40][CH:41]=4)=[CH:21][C:22]4[N:27]([CH2:28][C:29]([O:31][CH2:32][CH3:33])=[O:30])[C:26](=[O:34])[CH2:25][O:24][C:23]=4[N:35]=3)=[CH:17][CH:18]=2)[CH2:10][CH2:11][CH2:12]1. The yield is 0.980. (9) The reactants are [Br:1][C:2]1[CH:3]=[C:4]2[C:10]([C:11](N(OC)C)=[O:12])=[N:9][N:8]([CH:17]3[CH2:22][CH2:21][CH2:20][CH2:19][O:18]3)[C:5]2=[N:6][CH:7]=1.[H-].[Al+3].[Li+].[H-].[H-].[H-]. The catalyst is C1COCC1. The product is [Br:1][C:2]1[CH:3]=[C:4]2[C:10]([CH:11]=[O:12])=[N:9][N:8]([CH:17]3[CH2:22][CH2:21][CH2:20][CH2:19][O:18]3)[C:5]2=[N:6][CH:7]=1. The yield is 0.910. (10) No catalyst specified. The reactants are [N:1]1([CH2:5][CH2:6][O:7][C:8]2[CH:9]=[C:10]3[C:14](=[CH:15][CH:16]=2)[N:13]([C:17]2[CH:22]=[CH:21][CH:20]=[C:19](I)[CH:18]=2)[N:12]=[C:11]3[C:24]([NH2:26])=[O:25])[CH2:4][CH2:3][CH2:2]1.[C:27]([C@:29]1([OH:36])[CH2:33][CH2:32][N:31]([CH3:34])[C:30]1=[O:35])#[CH:28]. The product is [N:1]1([CH2:5][CH2:6][O:7][C:8]2[CH:9]=[C:10]3[C:14](=[CH:15][CH:16]=2)[N:13]([C:17]2[CH:22]=[CH:21][CH:20]=[C:19]([C:28]#[C:27][C@:29]4([OH:36])[CH2:33][CH2:32][N:31]([CH3:34])[C:30]4=[O:35])[CH:18]=2)[N:12]=[C:11]3[C:24]([NH2:26])=[O:25])[CH2:4][CH2:3][CH2:2]1. The yield is 0.630.